From a dataset of Reaction yield outcomes from USPTO patents with 853,638 reactions. Predict the reaction yield, written as a fraction of the theoretical maximum amount of product (1.0 means a 100% yield; for example, 0.34 means a 34% yield). (1) The reactants are [CH2:1]([N:8]1[CH2:13][CH2:12][CH:11]([NH:14][C:15]2[NH:19][C:18]3[CH:20]=[CH:21][CH:22]=[CH:23][C:17]=3[N:16]=2)[CH2:10][CH2:9]1)C1C=CC=CC=1.Cl.[CH2:25]([N:32]([CH2:37][C:38]1[CH:43]=[CH:42][CH:41]=[CH:40][CH:39]=1)[C@@H:33]([CH3:36])[CH2:34][OH:35])[C:26]1[CH:31]=[CH:30][CH:29]=[CH:28][CH:27]=1.C1N=CN(C(N2C=NC=C2)=[O:50])C=1.C(N(CC)CC)C. The catalyst is CO.C1COCC1.[Pd]. The product is [NH:19]1[C:18]2[CH:20]=[CH:21][CH:22]=[CH:23][C:17]=2[N:16]=[C:15]1[NH:14][CH:11]1[CH2:10][CH2:9][N:8]([C:1]([O:35][CH2:34][C@@H:33]([N:32]([CH2:25][C:26]2[CH:27]=[CH:28][CH:29]=[CH:30][CH:31]=2)[CH2:37][C:38]2[CH:39]=[CH:40][CH:41]=[CH:42][CH:43]=2)[CH3:36])=[O:50])[CH2:13][CH2:12]1. The yield is 0.220. (2) The reactants are [Br:1][CH2:2][CH2:3][CH2:4][CH2:5]Br.[CH3:7][C:8]([S-:11])([CH3:10])[CH3:9].[Na+]. The catalyst is CN(C=O)C. The product is [CH3:7][C:8]([S:11][CH2:5][CH2:4][CH2:3][CH2:2][Br:1])([CH3:10])[CH3:9]. The yield is 0.210. (3) The reactants are Br[C:2]1[CH:3]=[CH:4][C:5]([O:9][C:10]([F:13])([F:12])[F:11])=[C:6]([NH2:8])[CH:7]=1.[Li]N([Si](C)(C)C)[Si](C)(C)C.[CH3:24][N:25]1[CH2:30][CH2:29][NH:28][CH2:27][CH2:26]1. The catalyst is C1COCC1.C1C=CC(/C=C/C(/C=C/C2C=CC=CC=2)=O)=CC=1.C1C=CC(/C=C/C(/C=C/C2C=CC=CC=2)=O)=CC=1.C1C=CC(/C=C/C(/C=C/C2C=CC=CC=2)=O)=CC=1.[Pd].[Pd].C1(P(C2CCCCC2)C2C=CC=CC=2C2C=CC=CC=2N(C)C)CCCCC1. The product is [CH3:24][N:25]1[CH2:30][CH2:29][N:28]([C:3]2[CH:2]=[CH:7][C:6]([NH2:8])=[C:5]([O:9][C:10]([F:13])([F:12])[F:11])[CH:4]=2)[CH2:27][CH2:26]1. The yield is 0.700. (4) The yield is 0.930. The catalyst is CN(C)C=O. The reactants are [NH:1]1[C:9]2[C:4](=[CH:5][CH:6]=[CH:7][CH:8]=2)[C:3]2([C:13]3=[CH:14][C:15]4[O:19][CH2:18][O:17][C:16]=4[CH:20]=[C:12]3[O:11][CH2:10]2)[C:2]1=[O:21].C(=O)([O-])[O-].[Cs+].[Cs+].[I-].[K+].CC1C=CC(S(O[CH2:41][C@H:42]2[CH2:47][O:46][CH2:45][CH2:44][O:43]2)(=O)=O)=CC=1. The product is [O:43]1[CH2:44][CH2:45][O:46][CH2:47][C@@H:42]1[CH2:41][N:1]1[C:9]2[C:4](=[CH:5][CH:6]=[CH:7][CH:8]=2)[C:3]2([C:13]3=[CH:14][C:15]4[O:19][CH2:18][O:17][C:16]=4[CH:20]=[C:12]3[O:11][CH2:10]2)[C:2]1=[O:21].